From a dataset of Reaction yield outcomes from USPTO patents with 853,638 reactions. Predict the reaction yield, written as a fraction of the theoretical maximum amount of product (1.0 means a 100% yield; for example, 0.34 means a 34% yield). (1) The product is [NH2:39][C:2]1[C:7]2[C:8](=[O:31])[N:9]([C:14]3[CH:19]=[CH:18][C:17]([C@H:20]4[CH2:21][CH2:22][C@H:23]([CH2:26][C:27]([OH:29])=[O:28])[CH2:24][CH2:25]4)=[CH:16][CH:15]=3)[CH2:10][C@@H:11]([CH3:13])[O:12][C:6]=2[N:5]=[CH:4][N:3]=1. The yield is 0.890. The catalyst is O1CCOCC1.C1COCC1.CO.O.C(Cl)Cl. The reactants are Cl[C:2]1[C:7]2[C:8](=[O:31])[N:9]([C:14]3[CH:19]=[CH:18][C:17]([C@H:20]4[CH2:25][CH2:24][C@H:23]([CH2:26][C:27]([O:29]C)=[O:28])[CH2:22][CH2:21]4)=[CH:16][CH:15]=3)[CH2:10][C@@H:11]([CH3:13])[O:12][C:6]=2[N:5]=[CH:4][N:3]=1.[Li+].[OH-].Cl.C(O)(C)C.[NH3:39]. (2) The reactants are O.O.[Sn](Cl)Cl.[N+:6]([C:9]1[CH:14]=[CH:13][C:12]([N:15]2[C:28](=[O:29])[C:18]3=[CH:19][NH:20][C:21]4[C:22]([F:27])=[CH:23][CH:24]=[CH:25][C:26]=4[C:17]3=[N:16]2)=[CH:11][CH:10]=1)([O-])=O.C(OCC)(=O)C.C(=O)(O)[O-].[Na+]. The catalyst is C(O)C. The product is [NH2:6][C:9]1[CH:14]=[CH:13][C:12]([N:15]2[C:28](=[O:29])[C:18]3=[CH:19][NH:20][C:21]4[C:22]([F:27])=[CH:23][CH:24]=[CH:25][C:26]=4[C:17]3=[N:16]2)=[CH:11][CH:10]=1. The yield is 0.990. (3) The reactants are [I:1][C:2]1[CH:7]=[CH:6][N:5]=[C:4]([N:8]2[CH:12]=[CH:11][C:10]([C:13]([OH:15])=O)=[N:9]2)[CH:3]=1.[Cl-].[NH4+:17]. No catalyst specified. The product is [I:1][C:2]1[CH:7]=[CH:6][N:5]=[C:4]([N:8]2[CH:12]=[CH:11][C:10]([C:13]([NH2:17])=[O:15])=[N:9]2)[CH:3]=1. The yield is 0.430. (4) The reactants are [CH3:1][C@H:2]1[N:13]([CH3:14])[C:12](=[O:15])[C@H:11]([CH2:16][C:17](O)=[O:18])[CH2:10][CH:9]=[CH:8][CH2:7][CH2:6][C:5](=[O:20])[O:4][C@@H:3]1[C:21]1[CH:26]=[CH:25][CH:24]=[CH:23][CH:22]=1.[CH2:27]([O:29][CH2:30][CH2:31][NH2:32])[CH3:28].CO.C(Cl)Cl. The catalyst is C(Cl)Cl. The product is [CH3:1][C@H:2]1[N:13]([CH3:14])[C:12](=[O:15])[C@H:11]([CH2:16][C:17]([NH:32][CH2:31][CH2:30][O:29][CH2:27][CH3:28])=[O:18])[CH2:10][CH:9]=[CH:8][CH2:7][CH2:6][C:5](=[O:20])[O:4][C@@H:3]1[C:21]1[CH:22]=[CH:23][CH:24]=[CH:25][CH:26]=1. The yield is 0.530. (5) The reactants are [Cl:1][C:2]1[C:3]([C:33]2[C:41]3[C:36](=[CH:37][CH:38]=[CH:39][CH:40]=3)[N:35](S(C3C=CC=CC=3)(=O)=O)[CH:34]=2)=[N:4][C:5]([NH:8][CH:9]2[CH2:14][CH2:13][CH2:12][C:11]([NH:16][C:17]([C:19]3[CH:24]=[CH:23][C:22]([NH:25][C:26](=[O:32])[O:27][C:28]([CH3:31])([CH3:30])[CH3:29])=[CH:21][CH:20]=3)=[O:18])([CH3:15])[CH2:10]2)=[N:6][CH:7]=1.[OH-].[Na+]. The catalyst is O1CCOCC1.CC1OCCC1.O. The yield is 1.00. The product is [Cl:1][C:2]1[C:3]([C:33]2[C:41]3[C:36](=[CH:37][CH:38]=[CH:39][CH:40]=3)[NH:35][CH:34]=2)=[N:4][C:5]([NH:8][CH:9]2[CH2:14][CH2:13][CH2:12][C:11]([NH:16][C:17]([C:19]3[CH:20]=[CH:21][C:22]([NH:25][C:26](=[O:32])[O:27][C:28]([CH3:31])([CH3:30])[CH3:29])=[CH:23][CH:24]=3)=[O:18])([CH3:15])[CH2:10]2)=[N:6][CH:7]=1. (6) The reactants are C(=O)([O-])[O-].[K+].[K+].F[C:8]1[CH:13]=[CH:12][C:11]([N+:14]([O-:16])=[O:15])=[CH:10][CH:9]=1.[OH:17][C:18]1[CH:22]=[C:21]([CH3:23])[NH:20][N:19]=1.Cl. The catalyst is CN(C=O)C. The product is [CH3:23][C:21]1[NH:20][N:19]=[C:18]([O:17][C:8]2[CH:13]=[CH:12][C:11]([N+:14]([O-:16])=[O:15])=[CH:10][CH:9]=2)[CH:22]=1. The yield is 0.633.